Dataset: Peptide-MHC class I binding affinity with 185,985 pairs from IEDB/IMGT. Task: Regression. Given a peptide amino acid sequence and an MHC pseudo amino acid sequence, predict their binding affinity value. This is MHC class I binding data. (1) The binding affinity (normalized) is 0.0847. The MHC is HLA-A69:01 with pseudo-sequence HLA-A69:01. The peptide sequence is QTSTLYDFY. (2) The peptide sequence is NIISRTRLY. The MHC is HLA-A68:01 with pseudo-sequence HLA-A68:01. The binding affinity (normalized) is 0.373. (3) The peptide sequence is SLYNTIATI. The MHC is HLA-A02:03 with pseudo-sequence HLA-A02:03. The binding affinity (normalized) is 0.152. (4) The peptide sequence is TLYLQMNSL. The MHC is HLA-B08:01 with pseudo-sequence HLA-B08:01. The binding affinity (normalized) is 0.670. (5) The peptide sequence is MAYGFFNNI. The MHC is HLA-B51:01 with pseudo-sequence HLA-B51:01. The binding affinity (normalized) is 0.686. (6) The peptide sequence is FEDPTRRPY. The MHC is HLA-A01:01 with pseudo-sequence HLA-A01:01. The binding affinity (normalized) is 0. (7) The peptide sequence is YIITCCLFA. The MHC is HLA-A02:16 with pseudo-sequence HLA-A02:16. The binding affinity (normalized) is 0.0847. (8) The peptide sequence is KAVETPILV. The binding affinity (normalized) is 0.499. The MHC is HLA-A02:01 with pseudo-sequence HLA-A02:01.